This data is from Forward reaction prediction with 1.9M reactions from USPTO patents (1976-2016). The task is: Predict the product of the given reaction. (1) Given the reactants Cl.[F:2][C:3]1[CH:4]=[C:5]2[C:10](=[CH:11][CH:12]=1)[N:9]=[C:8]([CH:13]=[CH:14][C:15]1[O:16][C:17]([N+:20]([O-:22])=[O:21])=[CH:18][CH:19]=1)[N:7]=[C:6]2[N:23]([CH2:31][CH2:32][O:33][Si](C)(C)C)[CH2:24][CH2:25][O:26][Si](C)(C)C, predict the reaction product. The product is: [F:2][C:3]1[CH:4]=[C:5]2[C:10](=[CH:11][CH:12]=1)[N:9]=[C:8](/[CH:13]=[CH:14]/[C:15]1[O:16][C:17]([N+:20]([O-:22])=[O:21])=[CH:18][CH:19]=1)[N:7]=[C:6]2[N:23]([CH2:31][CH2:32][OH:33])[CH2:24][CH2:25][OH:26]. (2) Given the reactants [CH3:1][O:2][C:3](=[O:76])/[CH:4]=[CH:5]\[CH:6]=[CH:7]\[C@@H:8]([CH3:75])[C@@H:9]([O:67][Si:68]([C:71]([CH3:74])([CH3:73])[CH3:72])([CH3:70])[CH3:69])[CH2:10][C@H:11]([O:59][Si:60]([C:63]([CH3:66])([CH3:65])[CH3:64])([CH3:62])[CH3:61])/[CH:12]=[CH:13]\[C@H:14]([CH3:58])[C@H:15]([O:50][Si:51]([C:54]([CH3:57])([CH3:56])[CH3:55])([CH3:53])[CH3:52])[C@@H:16]([CH3:49])[CH2:17][CH2:18][CH2:19][CH2:20][C@@H:21]([O:41][Si:42]([C:45]([CH3:48])([CH3:47])[CH3:46])([CH3:44])[CH3:43])[C@H:22]([CH3:40])[C@@H:23]([O:30]CC1C=CC(OC)=CC=1)[C@@H:24]([CH3:29])/[CH:25]=[CH:26]\[CH:27]=[CH2:28].C(C1C(=O)C(Cl)=C(Cl)C(=O)C=1C#N)#N, predict the reaction product. The product is: [CH3:1][O:2][C:3](=[O:76])/[CH:4]=[CH:5]\[CH:6]=[CH:7]\[C@@H:8]([CH3:75])[C@@H:9]([O:67][Si:68]([C:71]([CH3:74])([CH3:73])[CH3:72])([CH3:69])[CH3:70])[CH2:10][C@H:11]([O:59][Si:60]([C:63]([CH3:66])([CH3:65])[CH3:64])([CH3:61])[CH3:62])/[CH:12]=[CH:13]\[C@H:14]([CH3:58])[C@H:15]([O:50][Si:51]([C:54]([CH3:55])([CH3:56])[CH3:57])([CH3:53])[CH3:52])[C@@H:16]([CH3:49])[CH2:17][CH2:18][CH2:19][CH2:20][C@@H:21]([O:41][Si:42]([C:45]([CH3:46])([CH3:47])[CH3:48])([CH3:43])[CH3:44])[C@H:22]([CH3:40])[C@@H:23]([OH:30])[C@@H:24]([CH3:29])/[CH:25]=[CH:26]\[CH:27]=[CH2:28].